Dataset: Cav3 T-type calcium channel HTS with 100,875 compounds. Task: Binary Classification. Given a drug SMILES string, predict its activity (active/inactive) in a high-throughput screening assay against a specified biological target. (1) The molecule is O=C1N(C(=O)C2C1C(NC2c1occc1)(CC)C(OCC)=O)CC. The result is 0 (inactive). (2) The compound is Clc1c(Sc2n(nnn2)c2ccccc2)ccc(N)c1. The result is 0 (inactive). (3) The molecule is s1c2ncn(CC(=O)N3CCC4(OCCO4)CC3)c(=O)c2c(c1C)C. The result is 0 (inactive). (4) The molecule is O(c1cc2C3(C(N(CC3)C)N(c2cc1)C)C)C(=O)NC. The result is 0 (inactive). (5) The drug is O1C(C(O)(N(CCc2c3c([nH]c2C)ccc(OCc2ccccc2)c3)C1=O)C)(C)C. The result is 0 (inactive). (6) The molecule is Clc1c(S(=O)(=O)Nc2c(cccc2)C)cc(S(=O)(=O)C)cc1. The result is 0 (inactive). (7) The drug is s1c2c(n(CC(OCC)=O)c1=O)cccc2. The result is 0 (inactive). (8) The drug is s1c2c(n(Cc3n(c(SCC=C)nn3)C)c1=O)cccc2. The result is 0 (inactive). (9) The compound is Clc1ccc(c2oc(nn2)c2c(SC)cccc2)cc1. The result is 0 (inactive).